The task is: Regression. Given a peptide amino acid sequence and an MHC pseudo amino acid sequence, predict their binding affinity value. This is MHC class II binding data.. This data is from Peptide-MHC class II binding affinity with 134,281 pairs from IEDB. The peptide sequence is AYEGQRVVFIQPSPV. The binding affinity (normalized) is 0.240. The MHC is DRB3_0101 with pseudo-sequence DRB3_0101.